Dataset: Peptide-MHC class II binding affinity with 134,281 pairs from IEDB. Task: Regression. Given a peptide amino acid sequence and an MHC pseudo amino acid sequence, predict their binding affinity value. This is MHC class II binding data. (1) The peptide sequence is VSWVMKIGIGVLLTW. The MHC is DRB1_0404 with pseudo-sequence DRB1_0404. The binding affinity (normalized) is 0.317. (2) The peptide sequence is AINIFNVEKYGAVGD. The MHC is DRB3_0101 with pseudo-sequence DRB3_0101. The binding affinity (normalized) is 0.259. (3) The peptide sequence is EKKYFGATQFEPLAA. The MHC is HLA-DQA10101-DQB10501 with pseudo-sequence HLA-DQA10101-DQB10501. The binding affinity (normalized) is 0.360.